This data is from Full USPTO retrosynthesis dataset with 1.9M reactions from patents (1976-2016). The task is: Predict the reactants needed to synthesize the given product. (1) Given the product [Cl:11][C:8]1[CH:9]=[N:10][C:2]([O:21][CH2:20][CH2:19][C:14]2[CH:15]=[CH:16][CH:17]=[CH:18][C:13]=2[CH3:12])=[C:3]([CH:7]=1)[C:4]([OH:6])=[O:5], predict the reactants needed to synthesize it. The reactants are: Cl[C:2]1[N:10]=[CH:9][C:8]([Cl:11])=[CH:7][C:3]=1[C:4]([OH:6])=[O:5].[CH3:12][C:13]1[CH:18]=[CH:17][CH:16]=[CH:15][C:14]=1[CH2:19][CH2:20][OH:21]. (2) Given the product [CH:32]1([CH:33]=[CH:34][C:35]2[CH:41]=[C:40]([CH:47]=[CH:46][CH:45]=2)[O:39][C:38]2[CH:48]=[CH:49][C:50]([N+:52]([O-:54])=[O:53])=[CH:51][C:37]=2[CH3:36])[CH2:30][CH2:31]1, predict the reactants needed to synthesize it. The reactants are: [Br-].C1(C[P+](C2C=CC=CC=2)(C2C=CC=CC=2)C2C=CC=CC=2)CC1.C([Li])CCC.[CH3:30][CH2:31][CH2:32][CH2:33][CH2:34][CH3:35].[CH3:36][C:37]1[CH:51]=[C:50]([N+:52]([O-:54])=[O:53])[CH:49]=[CH:48][C:38]=1[O:39][C:40]1[CH:41]=C([CH:45]=[CH:46][CH:47]=1)C=O.